From a dataset of Forward reaction prediction with 1.9M reactions from USPTO patents (1976-2016). Predict the product of the given reaction. (1) Given the reactants [NH2:1][C:2]1[CH:9]=[CH:8][C:5]([C:6]#[N:7])=[CH:4][CH:3]=1.Br[CH2:11][C:12]([OH:14])=[O:13], predict the reaction product. The product is: [C:6]([C:5]1[CH:8]=[CH:9][C:2]([NH:1][CH2:11][C:12]([OH:14])=[O:13])=[CH:3][CH:4]=1)#[N:7]. (2) Given the reactants [C:1]([C:4]1[CH:5]=[C:6]([C:20]([OH:22])=[O:21])[C:7]([C:10]2[CH:15]=[CH:14][C:13]([O:16][CH3:17])=[CH:12][C:11]=2OC)=[CH:8][CH:9]=1)(=[O:3])[CH3:2].O=S(Cl)Cl.[Al+3].[Cl-].[Cl-].[Cl-], predict the reaction product. The product is: [C:1]([C:4]1[CH:9]=[CH:8][C:7]2[C:10]3[C:11](=[CH:12][C:13]([O:16][CH3:17])=[CH:14][CH:15]=3)[O:22][C:20](=[O:21])[C:6]=2[CH:5]=1)(=[O:3])[CH3:2]. (3) Given the reactants [F:1][C:2]1[CH:3]=[CH:4][C:5]([N:8]2[CH:12]=[CH:11][C:10]([CH2:13][CH:14]([NH2:16])[CH3:15])=[N:9]2)=[N:6][CH:7]=1.[CH3:17][C:18]1[CH:19]=[CH:20][C:21]([N:27]2[N:31]=[CH:30][CH:29]=[N:28]2)=[C:22]([CH:26]=1)[C:23](O)=[O:24], predict the reaction product. The product is: [F:1][C:2]1[CH:3]=[CH:4][C:5]([N:8]2[CH:12]=[CH:11][C:10]([CH2:13][CH:14]([NH:16][C:23](=[O:24])[C:22]3[CH:26]=[C:18]([CH3:17])[CH:19]=[CH:20][C:21]=3[N:27]3[N:31]=[CH:30][CH:29]=[N:28]3)[CH3:15])=[N:9]2)=[N:6][CH:7]=1.